The task is: Predict the reactants needed to synthesize the given product.. This data is from Full USPTO retrosynthesis dataset with 1.9M reactions from patents (1976-2016). Given the product [Br:24][C:20]1[CH:19]=[C:18]([C@@H:17]2[C@:16]([C:27]3[CH:32]=[CH:31][C:30]([Cl:33])=[CH:29][C:28]=3[F:34])([C:25]#[N:26])[C@H:15]([CH2:35][C:36]([CH3:39])([CH3:38])[CH3:37])[NH:14][C@H:13]2[C:11]([NH:10][C:7]2[CH:6]=[CH:5][C:4]([C:3]([OH:40])=[O:2])=[CH:9][CH:8]=2)=[O:12])[CH:23]=[CH:22][CH:21]=1, predict the reactants needed to synthesize it. The reactants are: C[O:2][C:3](=[O:40])[C:4]1[CH:9]=[CH:8][C:7]([NH:10][C:11]([C@H:13]2[C@H:17]([C:18]3[CH:23]=[CH:22][CH:21]=[C:20]([Br:24])[CH:19]=3)[C@:16]([C:27]3[CH:32]=[CH:31][C:30]([Cl:33])=[CH:29][C:28]=3[F:34])([C:25]#[N:26])[C@H:15]([CH2:35][C:36]([CH3:39])([CH3:38])[CH3:37])[NH:14]2)=[O:12])=[CH:6][CH:5]=1.[OH-].[Na+].CO.Cl.